Dataset: Catalyst prediction with 721,799 reactions and 888 catalyst types from USPTO. Task: Predict which catalyst facilitates the given reaction. (1) The catalyst class is: 8. Reactant: CN(C)/[CH:3]=[C:4]1\[CH2:5][CH2:6][CH:7]=[C:8]([O:11][CH2:12][CH3:13])[C:9]\1=O.Cl.[C:16]([NH2:19])(=[NH:18])[CH3:17].C(=O)([O-])[O-].[K+].[K+]. Product: [CH2:12]([O:11][C:8]1[C:9]2[N:19]=[C:16]([CH3:17])[N:18]=[CH:3][C:4]=2[CH2:5][CH2:6][CH:7]=1)[CH3:13]. (2) Reactant: [C:1]([N:11]1[CH2:16][CH2:15][C:14](=O)[CH2:13][CH2:12]1)([O:3][CH2:4][C:5]1[CH:10]=[CH:9][CH:8]=[CH:7][CH:6]=1)=[O:2].O.[NH2:19][NH2:20].[BH4-].[Na+].N. Product: [CH2:4]([O:3][C:1]([N:11]1[CH2:16][CH2:15][CH:14]([NH:19][NH2:20])[CH2:13][CH2:12]1)=[O:2])[C:5]1[CH:10]=[CH:9][CH:8]=[CH:7][CH:6]=1. The catalyst class is: 100. (3) Reactant: [NH2:1][C:2]1[CH:11]=[C:10]([F:12])[CH:9]=[CH:8][C:3]=1[C:4]([NH:6][CH3:7])=[O:5].[Cl:13][C:14]1[CH:19]=[C:18](I)[C:17]([Cl:21])=[CH:16][N:15]=1.[O-]P([O-])([O-])=O.[K+].[K+].[K+].C1C=CC(P(C2C(OC3C(P(C4C=CC=CC=4)C4C=CC=CC=4)=CC=CC=3)=CC=CC=2)C2C=CC=CC=2)=CC=1. Product: [Cl:13][C:14]1[CH:19]=[C:18]([NH:1][C:2]2[CH:11]=[C:10]([F:12])[CH:9]=[CH:8][C:3]=2[C:4]([NH:6][CH3:7])=[O:5])[C:17]([Cl:21])=[CH:16][N:15]=1. The catalyst class is: 231. (4) Reactant: [Br:1][C:2]1[C:11]2[C:6](=[CH:7][C:8]([Br:12])=[CH:9][CH:10]=2)[CH:5]=[CH:4][C:3]=1[O:13][CH2:14][CH2:15][N:16]1[C:20](=[O:21])[CH2:19][C:18]([C:22]2[CH:27]=[CH:26][CH:25]=[CH:24][CH:23]=2)=[N:17]1.[CH2:28](P(CCCC)CCCC)[CH2:29]CC.C(O)C. Product: [Br:1][C:2]1[C:11]2[C:6](=[CH:7][C:8]([Br:12])=[CH:9][CH:10]=2)[CH:5]=[CH:4][C:3]=1[O:13][CH2:14][CH2:15][N:16]1[C:20]([O:21][CH2:28][CH3:29])=[CH:19][C:18]([C:22]2[CH:27]=[CH:26][CH:25]=[CH:24][CH:23]=2)=[N:17]1. The catalyst class is: 11.